This data is from Catalyst prediction with 721,799 reactions and 888 catalyst types from USPTO. The task is: Predict which catalyst facilitates the given reaction. (1) Reactant: [Cl:1][C:2]1[C:3]([CH:8]([NH2:25])[C:9]2[CH:18]=[C:17]3[C:12]([CH:13]=[CH:14][C:15]([C:19]4[CH:24]=[CH:23][CH:22]=[CH:21][CH:20]=4)=[N:16]3)=[CH:11][CH:10]=2)=[N:4][CH:5]=[CH:6][N:7]=1.CCN(C(C)C)C(C)C.[CH2:35]([O:42][C:43]([N:45]1[CH2:50][CH2:49][CH:48]([C:51](Cl)=[O:52])[CH2:47][CH2:46]1)=[O:44])[C:36]1[CH:41]=[CH:40][CH:39]=[CH:38][CH:37]=1. Product: [CH2:35]([O:42][C:43]([N:45]1[CH2:50][CH2:49][CH:48]([C:51](=[O:52])[NH:25][CH:8]([C:3]2[C:2]([Cl:1])=[N:7][CH:6]=[CH:5][N:4]=2)[C:9]2[CH:18]=[C:17]3[C:12]([CH:13]=[CH:14][C:15]([C:19]4[CH:24]=[CH:23][CH:22]=[CH:21][CH:20]=4)=[N:16]3)=[CH:11][CH:10]=2)[CH2:47][CH2:46]1)=[O:44])[C:36]1[CH:41]=[CH:40][CH:39]=[CH:38][CH:37]=1. The catalyst class is: 2. (2) Reactant: [NH2:1][C:2]1[CH:7]=[C:6]([C:8](=[O:15])[C:9]2[CH:14]=[CH:13][CH:12]=[CH:11][CH:10]=2)[CH:5]=[CH:4][C:3]=1[N:16]1[CH2:21][CH2:20][CH2:19][CH:18]([NH:22][C:23](=[O:29])[O:24][C:25]([CH3:28])([CH3:27])[CH3:26])[CH2:17]1.[NH2:30][C:31]1[C:32]([C:38](O)=[O:39])=[N:33][C:34]([Br:37])=[CH:35][N:36]=1. Product: [NH2:30][C:31]1[C:32]([C:38]([NH:1][C:2]2[CH:7]=[C:6]([C:8](=[O:15])[C:9]3[CH:10]=[CH:11][CH:12]=[CH:13][CH:14]=3)[CH:5]=[CH:4][C:3]=2[N:16]2[CH2:21][CH2:20][CH2:19][CH:18]([NH:22][C:23](=[O:29])[O:24][C:25]([CH3:26])([CH3:28])[CH3:27])[CH2:17]2)=[O:39])=[N:33][C:34]([Br:37])=[CH:35][N:36]=1. The catalyst class is: 10. (3) Reactant: [C:1]([O:5][C:6](=[O:35])[NH:7][C:8]1[CH:9]=[C:10]2[CH:16]=[C:15]([C:17]([C:25]3[CH:30]=[CH:29][C:28]([S:31]([CH3:34])(=[O:33])=[O:32])=[CH:27][CH:26]=3)=[CH:18][CH:19]3[CH2:24][CH2:23][O:22][CH2:21][CH2:20]3)[NH:14][C:11]2=[N:12][CH:13]=1)([CH3:4])([CH3:3])[CH3:2]. Product: [C:1]([O:5][C:6](=[O:35])[NH:7][C:8]1[CH:9]=[C:10]2[CH:16]=[C:15]([CH:17]([C:25]3[CH:26]=[CH:27][C:28]([S:31]([CH3:34])(=[O:33])=[O:32])=[CH:29][CH:30]=3)[CH2:18][CH:19]3[CH2:20][CH2:21][O:22][CH2:23][CH2:24]3)[NH:14][C:11]2=[N:12][CH:13]=1)([CH3:3])([CH3:4])[CH3:2]. The catalyst class is: 43.